The task is: Regression. Given two drug SMILES strings and cell line genomic features, predict the synergy score measuring deviation from expected non-interaction effect.. This data is from NCI-60 drug combinations with 297,098 pairs across 59 cell lines. (1) Drug 1: CC1=C(C=C(C=C1)C(=O)NC2=CC(=CC(=C2)C(F)(F)F)N3C=C(N=C3)C)NC4=NC=CC(=N4)C5=CN=CC=C5. Drug 2: CN(C(=O)NC(C=O)C(C(C(CO)O)O)O)N=O. Cell line: CAKI-1. Synergy scores: CSS=-8.28, Synergy_ZIP=1.72, Synergy_Bliss=-3.81, Synergy_Loewe=-10.2, Synergy_HSA=-10.2. (2) Drug 1: CC=C1C(=O)NC(C(=O)OC2CC(=O)NC(C(=O)NC(CSSCCC=C2)C(=O)N1)C(C)C)C(C)C. Drug 2: C#CCC(CC1=CN=C2C(=N1)C(=NC(=N2)N)N)C3=CC=C(C=C3)C(=O)NC(CCC(=O)O)C(=O)O. Cell line: COLO 205. Synergy scores: CSS=45.3, Synergy_ZIP=-1.03, Synergy_Bliss=-5.48, Synergy_Loewe=-4.37, Synergy_HSA=-2.85.